This data is from Forward reaction prediction with 1.9M reactions from USPTO patents (1976-2016). The task is: Predict the product of the given reaction. (1) Given the reactants [CH2:1]([NH2:8])[CH2:2][CH2:3][CH2:4][CH2:5][CH2:6][CH3:7].[F:9][C:10]1[CH:17]=[C:16]([F:18])[CH:15]=[CH:14][C:11]=1[CH:12]=O.C(O)(=O)C.[BH4-], predict the reaction product. The product is: [F:9][C:10]1[CH:17]=[C:16]([F:18])[CH:15]=[CH:14][C:11]=1[CH2:12][NH:8][CH2:1][CH2:2][CH2:3][CH2:4][CH2:5][CH2:6][CH3:7]. (2) Given the reactants [CH3:1][O:2][CH2:3][CH2:4][C:5]1[CH:10]=[CH:9][C:8]([OH:11])=[CH:7][CH:6]=1.CC1C=CC(S(O[CH2:23][C@H:24]2[O:26][CH2:25]2)(=O)=O)=CC=1.[H-].[Na+], predict the reaction product. The product is: [CH3:1][O:2][CH2:3][CH2:4][C:5]1[CH:10]=[CH:9][C:8]([O:11][CH2:23][C@@H:24]2[CH2:25][O:26]2)=[CH:7][CH:6]=1. (3) Given the reactants [Br:1][C:2]1[CH:3]=[C:4]([Cl:10])[C:5]([F:9])=[C:6]([OH:8])[CH:7]=1.C(=O)([O-])[O-].[K+].[K+].Br[CH2:18][CH2:19][CH2:20][O:21][CH3:22].O, predict the reaction product. The product is: [Br:1][C:2]1[CH:7]=[C:6]([O:8][CH2:18][CH2:19][CH2:20][O:21][CH3:22])[C:5]([F:9])=[C:4]([Cl:10])[CH:3]=1. (4) The product is: [CH3:15][N:16]([CH2:20][C:21]([O:23][NH:24][S:11]([C:6]1[CH:7]=[CH:8][CH:9]=[CH:10][C:5]=1[S:2]([CH3:1])(=[O:4])=[O:3])(=[O:13])=[O:12])=[O:22])[C:17](=[O:19])[CH3:18]. Given the reactants [CH3:1][S:2]([C:5]1[CH:10]=[CH:9][CH:8]=[CH:7][C:6]=1[S:11](Cl)(=[O:13])=[O:12])(=[O:4])=[O:3].[CH3:15][N:16]([CH2:20][C:21]([O:23][NH:24]C(OC(C)(C)C)=O)=[O:22])[C:17](=[O:19])[CH3:18], predict the reaction product. (5) Given the reactants C([O:5][C:6](=[O:32])[CH2:7][CH:8]([NH:24][C:25]([O:27][C:28]([CH3:31])([CH3:30])[CH3:29])=[O:26])[C:9]1[CH:14]=[CH:13][C:12]([C:15](=[O:23])[NH:16][C:17]2[CH:22]=[CH:21][N:20]=[CH:19][CH:18]=2)=[CH:11][CH:10]=1)(C)(C)C.[Li+].[OH-], predict the reaction product. The product is: [C:28]([O:27][C:25]([NH:24][CH:8]([C:9]1[CH:14]=[CH:13][C:12]([C:15](=[O:23])[NH:16][C:17]2[CH:22]=[CH:21][N:20]=[CH:19][CH:18]=2)=[CH:11][CH:10]=1)[CH2:7][C:6]([OH:32])=[O:5])=[O:26])([CH3:31])([CH3:29])[CH3:30].